This data is from NCI-60 drug combinations with 297,098 pairs across 59 cell lines. The task is: Regression. Given two drug SMILES strings and cell line genomic features, predict the synergy score measuring deviation from expected non-interaction effect. Drug 1: CCC1(CC2CC(C3=C(CCN(C2)C1)C4=CC=CC=C4N3)(C5=C(C=C6C(=C5)C78CCN9C7C(C=CC9)(C(C(C8N6C)(C(=O)OC)O)OC(=O)C)CC)OC)C(=O)OC)O.OS(=O)(=O)O. Drug 2: C#CCC(CC1=CN=C2C(=N1)C(=NC(=N2)N)N)C3=CC=C(C=C3)C(=O)NC(CCC(=O)O)C(=O)O. Cell line: MCF7. Synergy scores: CSS=-3.69, Synergy_ZIP=-1.87, Synergy_Bliss=-5.29, Synergy_Loewe=-4.69, Synergy_HSA=-3.66.